Dataset: CYP3A4 inhibition data for predicting drug metabolism from PubChem BioAssay. Task: Regression/Classification. Given a drug SMILES string, predict its absorption, distribution, metabolism, or excretion properties. Task type varies by dataset: regression for continuous measurements (e.g., permeability, clearance, half-life) or binary classification for categorical outcomes (e.g., BBB penetration, CYP inhibition). Dataset: cyp3a4_veith. (1) The molecule is COC(=O)[C@@]1(Cc2ccc(OC)cc2)[C@H]2c3cc(C(=O)N(C)C)n(Cc4cccc5ccccc45)c3C[C@H]2CN1C(=O)c1ccccc1. The result is 1 (inhibitor). (2) The result is 0 (non-inhibitor). The drug is Oc1ccccc1C(Sc1nc2ccccc2s1)Sc1nc2ccccc2s1. (3) The compound is COC(=O)C1(Cc2ccccc2)C2c3cc(C(=O)N4CCCC4)n(Cc4ccc(OC(F)(F)F)cc4)c3CC2CN1C(=O)c1ccccc1. The result is 1 (inhibitor). (4) The molecule is CC1(CCC(=O)OC2CCCCC2)OCCO1. The result is 0 (non-inhibitor). (5) The compound is CC(C)C(=O)NC(=S)Nc1ccccc1C(=O)Nc1ccccc1. The result is 0 (non-inhibitor). (6) The drug is O=[N+]([O-])c1ccc(C2CCCC/C2=N\OCc2cccc(F)c2)c([N+](=O)[O-])c1. The result is 1 (inhibitor). (7) The molecule is COc1ccc(CC(=O)NCc2ccccn2)cc1OC. The result is 0 (non-inhibitor).